From a dataset of Forward reaction prediction with 1.9M reactions from USPTO patents (1976-2016). Predict the product of the given reaction. (1) Given the reactants [CH2:1]([O:5][C:6]1[CH:7]=[C:8]([CH:16]=[CH:17][CH:18]=1)[CH:9]=[C:10]1[CH2:15][CH2:14][O:13][C:11]1=[O:12])[C@H:2]1[O:4][CH2:3]1.[Cl:19][C:20]1[CH:21]=[C:22]([CH:27]2[CH2:32][CH2:31][NH:30][CH2:29][CH2:28]2)[CH:23]=[CH:24][C:25]=1[Cl:26], predict the reaction product. The product is: [ClH:19].[Cl:19][C:20]1[CH:21]=[C:22]([CH:27]2[CH2:32][CH2:31][N:30]([CH2:3][C@H:2]([OH:4])[CH2:1][O:5][C:6]3[CH:7]=[C:8]([CH:16]=[CH:17][CH:18]=3)[CH:9]=[C:10]3[CH2:15][CH2:14][O:13][C:11]3=[O:12])[CH2:29][CH2:28]2)[CH:23]=[CH:24][C:25]=1[Cl:26]. (2) Given the reactants [CH:1]([C:3]1[CH:11]=[CH:10][C:6]([C:7]([OH:9])=[O:8])=[CH:5][C:4]=1[O:12][CH3:13])=[O:2].C1(C)C=CC(S([CH2:23][N+:24]#[C-:25])(=O)=O)=CC=1, predict the reaction product. The product is: [CH3:13][O:12][C:4]1[CH:5]=[C:6]([CH:10]=[CH:11][C:3]=1[C:1]1[O:2][CH:25]=[N:24][CH:23]=1)[C:7]([OH:9])=[O:8]. (3) The product is: [CH3:1][O:2][C:3](=[O:12])[CH2:4][S:5][C:6]1[S:10][C:9]([NH:11][C:18]([N:32]([CH:29]2[CH2:30][CH2:31][CH:26]([CH3:25])[CH2:27][CH2:28]2)[CH2:33][C:34]([CH3:42])([C:36]2[CH:37]=[CH:38][CH:39]=[CH:40][CH:41]=2)[CH3:35])=[O:19])=[N:8][CH:7]=1. Given the reactants [CH3:1][O:2][C:3](=[O:12])[CH2:4][S:5][C:6]1[S:10][C:9]([NH2:11])=[N:8][CH:7]=1.C1N=CN([C:18](N2C=NC=C2)=[O:19])C=1.[CH3:25][CH:26]1[CH2:31][CH2:30][CH:29]([NH:32][CH2:33][C:34]([CH3:42])([C:36]2[CH:41]=[CH:40][CH:39]=[CH:38][CH:37]=2)[CH3:35])[CH2:28][CH2:27]1, predict the reaction product. (4) Given the reactants [CH3:1][C:2](=[N:7]O)[C:3](=O)[CH2:4][CH3:5].[C:9]1(=[O:16])[CH2:14][CH2:13][CH2:12][C:11](=O)[CH2:10]1, predict the reaction product. The product is: [CH3:1][C:2]1[NH:7][C:11]2[CH2:12][CH2:13][CH2:14][C:9](=[O:16])[C:10]=2[C:3]=1[CH2:4][CH3:5]. (5) Given the reactants Br[C:2]1[N:7]=[N:6][C:5]([NH2:8])=[N:4][C:3]=1[C:9]1[CH:14]=[CH:13][CH:12]=[CH:11][CH:10]=1.[CH3:15][O:16][C:17]1[CH:22]=[CH:21][C:20]([OH:23])=[CH:19][CH:18]=1, predict the reaction product. The product is: [CH3:15][O:16][C:17]1[CH:22]=[CH:21][C:20]([O:23][C:2]2[N:7]=[N:6][C:5]([NH2:8])=[N:4][C:3]=2[C:9]2[CH:14]=[CH:13][CH:12]=[CH:11][CH:10]=2)=[CH:19][CH:18]=1. (6) Given the reactants [S:1]1[CH:5]=[CH:4][C:3]2[CH:6]=[C:7]([CH2:10][OH:11])[CH:8]=[CH:9][C:2]1=2, predict the reaction product. The product is: [S:1]1[CH:5]=[CH:4][C:3]2[CH:6]=[C:7]([CH:10]=[O:11])[CH:8]=[CH:9][C:2]1=2. (7) Given the reactants C[C:2]1[NH:3][C:4]([CH3:22])=[C:5]([C:13]([O:15][CH2:16][C:17]([O:19]CC)=[O:18])=[O:14])[CH2:6][C:7]=1[C:8]([O:10][CH2:11][CH3:12])=[O:9].[OH-].[Na+:24].[CH2:25](O)C, predict the reaction product. The product is: [CH3:25][CH:16]([O:15][C:13]([C:5]1[CH2:6][C:7]([C:8]([O:10][CH2:11][CH3:12])=[O:9])=[CH:2][NH:3][C:4]=1[CH3:22])=[O:14])[C:17]([O-:19])=[O:18].[Na+:24].